This data is from Catalyst prediction with 721,799 reactions and 888 catalyst types from USPTO. The task is: Predict which catalyst facilitates the given reaction. (1) Reactant: [CH3:1][C:2]1([CH3:13])[C:6](=[O:7])[CH:5]=[C:4]([C:8]2[N:9]=[CH:10][S:11][CH:12]=2)[O:3]1.C1C(=O)N([Br:21])C(=O)C1. Product: [Br:21][C:5]1[C:6](=[O:7])[C:2]([CH3:13])([CH3:1])[O:3][C:4]=1[C:8]1[N:9]=[CH:10][S:11][CH:12]=1. The catalyst class is: 373. (2) Reactant: [NH2:1][C:2]1[CH:10]=[N:9][CH:8]=[CH:7][C:3]=1[C:4]([OH:6])=[O:5].[C:11](Cl)(=[O:16])[CH2:12][CH:13]([CH3:15])[CH3:14].O. Product: [CH3:14][CH:13]([CH3:15])[CH2:12][C:11]([NH:1][C:2]1[CH:10]=[N:9][CH:8]=[CH:7][C:3]=1[C:4]([OH:6])=[O:5])=[O:16]. The catalyst class is: 3. (3) Reactant: [CH2:1]([OH:19])[CH2:2][CH2:3]CCCCCCCCCCCCCCC.C(N=C=O)CCCCCN=C=[O:28].C1C=C(C[N:39]=[C:40]=[O:41])C=C(CN=C=O)C=1.C([O-])(=O)CCCCCCCCCCC.C([Sn+2]CCCC)CCC.C([O-])(=O)CCCCCCCCCCC.C(OCCO)(=O)C=C.COC1C=CC(O)=CC=1. Product: [C:1]([OH:19])(=[O:28])[CH:2]=[CH2:3].[NH2:39][C:40]([O:19][CH2:1][CH3:2])=[O:41]. The catalyst class is: 11. (4) The catalyst class is: 178. Product: [ClH:22].[NH2:1][C@H:4]([C@H:14]1[O:18][C:17](=[O:19])[C@H:16]([CH2:20][CH3:21])[CH2:15]1)[CH2:5][OH:6]. Reactant: [N:1]([C@H:4]([C@H:14]1[O:18][C:17](=[O:19])[C@H:16]([CH2:20][CH3:21])[CH2:15]1)[CH2:5][O:6]CC1C=CC=CC=1)=[N+]=[N-].[ClH:22].O1CCOCC1.[H][H].